Dataset: Forward reaction prediction with 1.9M reactions from USPTO patents (1976-2016). Task: Predict the product of the given reaction. (1) The product is: [F:1][C:2]1[CH:7]=[CH:6][C:5]([F:8])=[CH:4][C:3]=1[CH:9]([S:20]([C:21]1[CH:22]=[CH:23][C:24]([F:27])=[CH:25][CH:26]=1)=[O:68])[C:44]1[C:38]([CH3:39])=[CH:37][C:47]([C:46]([NH:57][CH3:59])=[O:45])=[N:42][CH:43]=1. Given the reactants [F:1][C:2]1[CH:7]=[CH:6][C:5]([F:8])=[CH:4][C:3]=1[CH:9]([S:20][C:21]1[CH:26]=[CH:25][C:24]([F:27])=[CH:23][CH:22]=1)C1C(C)=CC(C(O)=O)=NC=1.Cl.CN.ON1C2[CH:37]=[CH:38][CH:39]=CC=2N=N1.C[N:42]1[CH2:47][CH2:46][O:45][CH2:44][CH2:43]1.Cl.C(N=C=NCCC[N:57]([CH3:59])C)C.ClC1C=CC=C(C(OO)=[O:68])C=1, predict the reaction product. (2) Given the reactants [C:1]1([S:7](Cl)(=[O:9])=[O:8])[CH:6]=[CH:5][CH:4]=[CH:3][CH:2]=1.[F:11][C:12]1[CH:17]=[C:16]([F:18])[CH:15]=[CH:14][C:13]=1[CH2:19][CH2:20][N:21]1[CH2:26][CH2:25][NH:24][CH2:23][CH2:22]1.C(=O)([O-])[O-].[K+].[K+], predict the reaction product. The product is: [F:11][C:12]1[CH:17]=[C:16]([F:18])[CH:15]=[CH:14][C:13]=1[CH2:19][CH2:20][N:21]1[CH2:22][CH2:23][N:24]([S:7]([C:1]2[CH:6]=[CH:5][CH:4]=[CH:3][CH:2]=2)(=[O:9])=[O:8])[CH2:25][CH2:26]1. (3) Given the reactants [CH2:1]([S:3][C:4]1[C:8]([C:9]([O:11]N2C3=NC=CC=C3N=N2)=O)=[C:7]([NH2:21])[N:6]([C:22]2[CH:27]=[CH:26][CH:25]=[CH:24][CH:23]=2)[N:5]=1)C.Cl.[NH2:29][CH2:30][C:31]([C:33]1[CH:38]=[CH:37][CH:36]=[CH:35][CH:34]=1)=[O:32].CCN(CC)CC, predict the reaction product. The product is: [NH2:21][C:7]1[N:6]([C:22]2[CH:23]=[CH:24][CH:25]=[CH:26][CH:27]=2)[N:5]=[C:4]([S:3][CH3:1])[C:8]=1[C:9]([NH:29][CH2:30][C:31](=[O:32])[C:33]1[CH:38]=[CH:37][CH:36]=[CH:35][CH:34]=1)=[O:11]. (4) Given the reactants [F:1][C:2]([F:27])([F:26])[C:3]1[CH:4]=[CH:5][CH:6]=[C:7]2[C:12]=1[N:11]=[CH:10][C:9]([C:13](OCC)=O)=[C:8]2OS(C(F)(F)F)(=O)=O.OC1[C:38]2[C:33](=[C:34](C(F)(F)F)[CH:35]=[CH:36][CH:37]=2)N=CC=1C(O)=O.C(OCC)C.[CH:51]1[CH:56]=[CH:55]C([C:51]2[CH:56]=[CH:55]C=[CH:53][CH:52]=2)=[CH:53][CH:52]=1.[CH:51]1[CH:56]=[CH:55]C(O[C:51]2[CH:56]=[CH:55]C=[CH:53][CH:52]=2)=[CH:53][CH:52]=1, predict the reaction product. The product is: [C:13]1([C:9]2[CH:10]=[N:11][C:12]3[C:7]([C:8]=2[C:33]2[CH:34]=[CH:35][CH:36]=[CH:37][CH:38]=2)=[CH:6][CH:5]=[CH:4][C:3]=3[C:2]([F:1])([F:26])[F:27])[CH:55]=[CH:56][CH:51]=[CH:52][CH:53]=1. (5) Given the reactants [CH2:1]([S:3][C:4]1[CH:11]=[CH:10][C:7]([C:8]#[N:9])=[CH:6][C:5]=1[NH:12][NH2:13])[CH3:2].[NH2:14][C:15]1[C:20]([C:21](O)=[O:22])=[CH:19][C:18]([Br:24])=[CH:17][N:16]=1.BrC1C(C)=CC(C(NNC2C=C(Cl)C=CC=2SCC)=O)=C([N+]([O-])=O)C=1, predict the reaction product. The product is: [NH2:14][C:15]1[C:20]([C:21]([NH:13][NH:12][C:5]2[CH:6]=[C:7]([C:8]#[N:9])[CH:10]=[CH:11][C:4]=2[S:3][CH2:1][CH3:2])=[O:22])=[CH:19][C:18]([Br:24])=[CH:17][N:16]=1. (6) Given the reactants [Br:1][C:2]1[CH:7]=[CH:6][C:5]([NH2:8])=[CH:4][CH:3]=1.[N+]([C:12]1[CH:13]=C(S([O-])(=O)=O)C=C[CH:17]=1)([O-])=O.[Na+].C(O)C(O)CO.[OH-].[Na+], predict the reaction product. The product is: [Br:1][C:2]1[CH:7]=[C:6]2[C:5](=[CH:4][CH:3]=1)[N:8]=[CH:13][CH:12]=[CH:17]2.